From a dataset of Full USPTO retrosynthesis dataset with 1.9M reactions from patents (1976-2016). Predict the reactants needed to synthesize the given product. (1) Given the product [Br:17][CH2:8][C:6]1[CH:5]=[CH:4][C:3]([C:10]2[CH:15]=[CH:14][CH:13]=[CH:12][CH:11]=2)=[C:2]([CH3:1])[CH:7]=1, predict the reactants needed to synthesize it. The reactants are: [CH3:1][C:2]1[CH:7]=[C:6]([CH2:8]O)[CH:5]=[CH:4][C:3]=1[C:10]1[CH:15]=[CH:14][CH:13]=[CH:12][CH:11]=1.P(Br)(Br)[Br:17]. (2) Given the product [CH:40]([O:39][C:37](=[O:38])[CH2:36][O:1][C:2]1[CH:3]=[C:4]([C:8]2[N:17]=[C:16]([NH:18][C:19]3[CH:20]=[C:21]4[C:25](=[CH:26][CH:27]=3)[N:24]([C:28]([O:30][C:31]([CH3:34])([CH3:33])[CH3:32])=[O:29])[N:23]=[CH:22]4)[C:15]3[C:10](=[CH:11][CH:12]=[CH:13][CH:14]=3)[N:9]=2)[CH:5]=[CH:6][CH:7]=1)([CH3:42])[CH3:41], predict the reactants needed to synthesize it. The reactants are: [OH:1][C:2]1[CH:3]=[C:4]([C:8]2[N:17]=[C:16]([NH:18][C:19]3[CH:20]=[C:21]4[C:25](=[CH:26][CH:27]=3)[N:24]([C:28]([O:30][C:31]([CH3:34])([CH3:33])[CH3:32])=[O:29])[N:23]=[CH:22]4)[C:15]3[C:10](=[CH:11][CH:12]=[CH:13][CH:14]=3)[N:9]=2)[CH:5]=[CH:6][CH:7]=1.Cl[CH2:36][C:37]([O:39][CH:40]([CH3:42])[CH3:41])=[O:38].C([O-])([O-])=O.[K+].[K+]. (3) Given the product [Cl:41][C:22]1[C:23]([NH:25][C:26]2[CH:31]=[CH:30][CH:29]=[CH:28][C:27]=2[S:32]([N:35]2[CH2:39][CH2:38][C@H:37]([CH3:40])[CH2:36]2)(=[O:34])=[O:33])=[N:24][C:19]([NH:1][C:2]2[C:15]([O:16][CH3:17])=[CH:14][C:5]3[CH2:6][CH2:7][N:8]([CH2:11][CH2:12][OH:13])[CH2:9][CH2:10][C:4]=3[CH:3]=2)=[N:20][CH:21]=1, predict the reactants needed to synthesize it. The reactants are: [NH2:1][C:2]1[C:15]([O:16][CH3:17])=[CH:14][C:5]2[CH2:6][CH2:7][N:8]([CH2:11][CH2:12][OH:13])[CH2:9][CH2:10][C:4]=2[CH:3]=1.Cl[C:19]1[N:24]=[C:23]([NH:25][C:26]2[CH:31]=[CH:30][CH:29]=[CH:28][C:27]=2[S:32]([N:35]2[CH2:39][CH2:38][C@H:37]([CH3:40])[CH2:36]2)(=[O:34])=[O:33])[C:22]([Cl:41])=[CH:21][N:20]=1.